Dataset: Catalyst prediction with 721,799 reactions and 888 catalyst types from USPTO. Task: Predict which catalyst facilitates the given reaction. (1) Reactant: [F:1][C:2]1[CH:3]=[C:4]([CH2:26][CH:27]2[CH2:30][C:29](C(O)=O)([C:31]([OH:33])=[O:32])[CH2:28]2)[CH:5]=[CH:6][C:7]=1[C:8]1[S:9][C:10]2[C:15]([N:16]=1)=[CH:14][CH:13]=[C:12]([C:17]1([C:20]3[CH:25]=[CH:24][CH:23]=[CH:22][CH:21]=3)[CH2:19][CH2:18]1)[N:11]=2.CS(C)=O. Product: [F:1][C:2]1[CH:3]=[C:4]([CH:5]=[CH:6][C:7]=1[C:8]1[S:9][C:10]2[C:15]([N:16]=1)=[CH:14][CH:13]=[C:12]([C:17]1([C:20]3[CH:21]=[CH:22][CH:23]=[CH:24][CH:25]=3)[CH2:18][CH2:19]1)[N:11]=2)[CH2:26][C@H:27]1[CH2:30][C@H:29]([C:31]([OH:33])=[O:32])[CH2:28]1. The catalyst class is: 6. (2) Reactant: [CH2:1]([C:3]1[C:12]([CH3:13])=[C:11]([O:14][C:15]([CH:17]2[CH2:19][CH2:18]2)=[O:16])[C:10]2[C:5](=[CH:6][CH:7]=[C:8]([F:21])[C:9]=2[F:20])[N:4]=1)C.[Cl-].ClC1N(C)CC[NH+]1C.N1C=C[CH:34]=[CH:33][CH:32]=1.C(C1C(C)=C([O:50]C(C2CC2)=O)C2C(=CC(F)=C(F)C=2)N=1)C. Product: [CH3:1][C:3]1[C:12]([CH3:13])=[C:11]([O:14][C:15]([C:17](=[O:50])[CH2:19][CH2:18][CH2:32][C:33]#[CH:34])=[O:16])[C:10]2[C:5](=[CH:6][CH:7]=[C:8]([F:21])[C:9]=2[F:20])[N:4]=1. The catalyst class is: 46. (3) Reactant: [Cl:1][C:2]1[N:10]2[C:6](=[N:7][C:8]3[CH:14]=[CH:13][CH:12]=[CH:11][C:9]=32)[C:5]([C:15]#[N:16])=[C:4]([CH3:17])[C:3]=1[CH2:18][CH2:19][CH2:20][CH2:21][CH2:22][CH3:23].[CH3:24][N:25]([CH2:27][CH:28]1[CH2:32][CH2:31][NH:30][CH2:29]1)[CH3:26].C(N(CC)CC)C. Product: [ClH:1].[ClH:1].[CH2:18]([C:3]1[C:4]([CH3:17])=[C:5]([C:15]#[N:16])[C:6]2[N:10]([C:2]=1[N:30]1[CH2:31][CH2:32][CH:28]([CH2:27][N:25]([CH3:26])[CH3:24])[CH2:29]1)[C:9]1[CH:11]=[CH:12][CH:13]=[CH:14][C:8]=1[N:7]=2)[CH2:19][CH2:20][CH2:21][CH2:22][CH3:23]. The catalyst class is: 9. (4) Reactant: CN(C)[CH:3]=[O:4].P(Br)(Br)[Br:7].[CH3:10][C:11]1([CH3:18])[CH2:16][CH2:15][CH2:14][C:13](=O)[CH2:12]1.C(=O)(O)[O-].[Na+]. Product: [Br:7][C:13]1[CH2:12][C:11]([CH3:18])([CH3:10])[CH2:16][CH2:15][C:14]=1[CH2:3][OH:4]. The catalyst class is: 22. (5) Reactant: [CH3:1][C:2]1[CH:7]=[CH:6][C:5]([C:8]2[N:12]=[C:11]([CH2:13][CH2:14][C:15](=[O:17])[CH3:16])[O:10][N:9]=2)=[CH:4][C:3]=1[NH:18][C:19]([C:21]1[N:25]2[CH:26]=[CH:27][CH:28]=[CH:29][C:24]2=[N:23][CH:22]=1)=[O:20].[BH4-].[Na+]. Product: [OH:17][CH:15]([CH3:16])[CH2:14][CH2:13][C:11]1[O:10][N:9]=[C:8]([C:5]2[CH:6]=[CH:7][C:2]([CH3:1])=[C:3]([NH:18][C:19]([C:21]3[N:25]4[CH:26]=[CH:27][CH:28]=[CH:29][C:24]4=[N:23][CH:22]=3)=[O:20])[CH:4]=2)[N:12]=1. The catalyst class is: 14. (6) Reactant: [CH2:1]([O:8][C:9]([N:11]1[CH2:20][CH2:19][C:18]2[C:13](=[CH:14][C:15]([OH:21])=[CH:16][CH:17]=2)[CH2:12]1)=[O:10])[C:2]1[CH:7]=[CH:6][CH:5]=[CH:4][CH:3]=1.[H-].[Na+].[CH3:24][S:25][CH2:26]Cl.O. Product: [CH2:1]([O:8][C:9]([N:11]1[CH2:20][CH2:19][C:18]2[C:13](=[CH:14][C:15]([O:21][CH2:24][S:25][CH3:26])=[CH:16][CH:17]=2)[CH2:12]1)=[O:10])[C:2]1[CH:7]=[CH:6][CH:5]=[CH:4][CH:3]=1. The catalyst class is: 9. (7) Reactant: [CH2:1]([O:3][C:4]1[CH:5]=[C:6]([C:12](=[O:18])[CH2:13][S:14]([CH3:17])(=[O:16])=[O:15])[CH:7]=[CH:8][C:9]=1[O:10][CH3:11])[CH3:2]. Product: [CH2:1]([O:3][C:4]1[CH:5]=[C:6]([C@@H:12]([OH:18])[CH2:13][S:14]([CH3:17])(=[O:16])=[O:15])[CH:7]=[CH:8][C:9]=1[O:10][CH3:11])[CH3:2]. The catalyst class is: 10.